This data is from Catalyst prediction with 721,799 reactions and 888 catalyst types from USPTO. The task is: Predict which catalyst facilitates the given reaction. (1) Reactant: [CH3:1][O:2][C:3]1[CH:8]=[CH:7][C:6]([C:9]2[CH:14]=[CH:13][C:12]([S:15]([NH:18][CH:19]([CH:23]3[CH2:28][CH2:27][NH:26][CH2:25][CH2:24]3)[C:20]([OH:22])=[O:21])(=[O:17])=[O:16])=[CH:11][CH:10]=2)=[CH:5][CH:4]=1.O1CCOCC1.O.C(N(CC)CC)C.[CH3:43][CH:44]([CH3:48])[C:45](Cl)=[O:46]. Product: [C:45]([N:26]1[CH2:25][CH2:24][CH:23]([CH:19]([NH:18][S:15]([C:12]2[CH:11]=[CH:10][C:9]([C:6]3[CH:5]=[CH:4][C:3]([O:2][CH3:1])=[CH:8][CH:7]=3)=[CH:14][CH:13]=2)(=[O:17])=[O:16])[C:20]([OH:22])=[O:21])[CH2:28][CH2:27]1)(=[O:46])[CH:44]([CH3:48])[CH3:43]. The catalyst class is: 13. (2) Reactant: COC1C=CC(C[S:8][CH2:9][C@H:10]([NH:19][C:20]([C:22]2[NH:23][C:24]3[C:29]([CH:30]=2)=[CH:28][CH:27]=[CH:26][C:25]=3[N+:31]([O-:33])=[O:32])=O)[CH2:11][O:12][C:13](=[O:18])[C:14]([CH3:17])([CH3:16])[CH3:15])=CC=1.P(Cl)(Cl)(Cl)(Cl)Cl.C(=O)(O)[O-].[Na+]. Product: [N+:31]([C:25]1[CH:26]=[CH:27][CH:28]=[C:29]2[C:24]=1[NH:23][C:22]([C:20]1[S:8][CH2:9][C@@H:10]([CH2:11][O:12][C:13](=[O:18])[C:14]([CH3:17])([CH3:16])[CH3:15])[N:19]=1)=[CH:30]2)([O-:33])=[O:32]. The catalyst class is: 4. (3) Reactant: [OH:1][C:2]1[CH:3]=[C:4]([CH:7]=[CH:8][C:9]=1[OH:10])[CH:5]=[O:6].[CH:11]1(Br)[CH2:15][CH2:14][CH2:13][CH2:12]1.C(=O)([O-])[O-].[K+].[K+]. Product: [CH:11]1([O:10][C:9]2[CH:8]=[CH:7][C:4]([CH:5]=[O:6])=[CH:3][C:2]=2[OH:1])[CH2:15][CH2:14][CH2:13][CH2:12]1. The catalyst class is: 885. (4) The catalyst class is: 727. Reactant: [CH2:1]([O:3][C:4]([C:6]1([C:9]2[CH:14]=[CH:13][C:12]([C:15]3[CH:20]=[CH:19][C:18]([C:21]4[S:22][C:23]([Cl:29])=[CH:24][C:25]=4C(=O)N)=[CH:17][C:16]=3[O:30][CH3:31])=[CH:11][CH:10]=2)[CH2:8][CH2:7]1)=[O:5])[CH3:2].[N:32]1[CH:37]=CC=CC=1.FC(F)(F)C(OI(C1C=CC=CC=1)OC(=O)C(F)(F)F)=[O:41].[Cl:59][C:60]1[CH:65]=[CH:64][C:63]([F:66])=[CH:62][C:61]=1[CH:67]([OH:69])[CH3:68]. Product: [CH2:1]([O:3][C:4]([C:6]1([C:9]2[CH:14]=[CH:13][C:12]([C:15]3[CH:20]=[CH:19][C:18]([C:21]4[S:22][C:23]([Cl:29])=[CH:24][C:25]=4[NH:32][C:37]([O:69][CH:67]([C:61]4[CH:62]=[C:63]([F:66])[CH:64]=[CH:65][C:60]=4[Cl:59])[CH3:68])=[O:41])=[CH:17][C:16]=3[O:30][CH3:31])=[CH:11][CH:10]=2)[CH2:8][CH2:7]1)=[O:5])[CH3:2].